Dataset: NCI-60 drug combinations with 297,098 pairs across 59 cell lines. Task: Regression. Given two drug SMILES strings and cell line genomic features, predict the synergy score measuring deviation from expected non-interaction effect. (1) Drug 1: C1=CC(=CC=C1CC(C(=O)O)N)N(CCCl)CCCl.Cl. Drug 2: C1C(C(OC1N2C=NC3=C(N=C(N=C32)Cl)N)CO)O. Cell line: HS 578T. Synergy scores: CSS=7.77, Synergy_ZIP=3.96, Synergy_Bliss=2.92, Synergy_Loewe=-0.311, Synergy_HSA=-0.910. (2) Drug 1: CN1CCC(CC1)COC2=C(C=C3C(=C2)N=CN=C3NC4=C(C=C(C=C4)Br)F)OC. Drug 2: C1=CN(C(=O)N=C1N)C2C(C(C(O2)CO)O)O.Cl. Cell line: SK-MEL-2. Synergy scores: CSS=23.1, Synergy_ZIP=-2.84, Synergy_Bliss=8.71, Synergy_Loewe=-7.83, Synergy_HSA=7.04. (3) Synergy scores: CSS=30.7, Synergy_ZIP=-8.07, Synergy_Bliss=-0.764, Synergy_Loewe=-42.0, Synergy_HSA=2.97. Cell line: SF-295. Drug 2: CC1=C(N=C(N=C1N)C(CC(=O)N)NCC(C(=O)N)N)C(=O)NC(C(C2=CN=CN2)OC3C(C(C(C(O3)CO)O)O)OC4C(C(C(C(O4)CO)O)OC(=O)N)O)C(=O)NC(C)C(C(C)C(=O)NC(C(C)O)C(=O)NCCC5=NC(=CS5)C6=NC(=CS6)C(=O)NCCC[S+](C)C)O. Drug 1: C1CC(=O)NC(=O)C1N2CC3=C(C2=O)C=CC=C3N. (4) Drug 1: C1=CC=C(C(=C1)C(C2=CC=C(C=C2)Cl)C(Cl)Cl)Cl. Drug 2: C(CC(=O)O)C(=O)CN.Cl. Cell line: BT-549. Synergy scores: CSS=7.47, Synergy_ZIP=-3.33, Synergy_Bliss=-3.08, Synergy_Loewe=1.91, Synergy_HSA=-0.278.